Task: Predict which catalyst facilitates the given reaction.. Dataset: Catalyst prediction with 721,799 reactions and 888 catalyst types from USPTO (1) The catalyst class is: 391. Product: [Br:12][C:9]1[CH:10]=[CH:11][C:6]([CH:2]([N:25]2[CH2:26][CH2:27][C:21]3([O:20][CH2:19][C:18](=[O:28])[N:17]([CH2:15][CH3:16])[CH2:22]3)[CH2:23][CH2:24]2)[C:3]([NH2:5])=[O:4])=[C:7]([F:13])[CH:8]=1. Reactant: Br[CH:2]([C:6]1[CH:11]=[CH:10][C:9]([Br:12])=[CH:8][C:7]=1[F:13])[C:3]([NH2:5])=[O:4].Cl.[CH2:15]([N:17]1[CH2:22][C:21]2([CH2:27][CH2:26][NH:25][CH2:24][CH2:23]2)[O:20][CH2:19][C:18]1=[O:28])[CH3:16].C(=O)([O-])[O-].[K+].[K+]. (2) Reactant: I[C:2]1[C:11]2[C:6](=[CH:7][CH:8]=[CH:9][C:10]=2I)[CH:5]=[CH:4][CH:3]=1.[CH3:13][C:14]1[CH:19]=[C:18]([O:20][CH3:21])[CH:17]=[CH:16][C:15]=1B(O)O.[O-]P([O-])([O-])=O.[K+].[K+].[K+]. Product: [CH3:13][C:14]1[CH:19]=[C:18]([O:20][CH3:21])[CH:17]=[CH:16][C:15]=1[C:2]1[C:11]2[C:6](=[CH:7][CH:8]=[CH:9][C:10]=2[C:15]2[CH:16]=[CH:17][C:18]([O:20][CH3:21])=[CH:19][C:14]=2[CH3:13])[CH:5]=[CH:4][CH:3]=1. The catalyst class is: 109. (3) Reactant: [Cl:1][C:2]1[CH:3]=[C:4]([CH:7]=[C:8]([Cl:10])[CH:9]=1)[CH2:5]Br.C([O-])([O-])=O.[K+].[K+].[C:17]([O:21][C:22]([NH:24][NH2:25])=[O:23])([CH3:20])([CH3:19])[CH3:18]. Product: [C:17]([O:21][C:22]([N:24]([CH2:5][C:4]1[CH:3]=[C:2]([Cl:1])[CH:9]=[C:8]([Cl:10])[CH:7]=1)[NH2:25])=[O:23])([CH3:20])([CH3:19])[CH3:18]. The catalyst class is: 10. (4) Reactant: [CH:1]1([CH:7]2[CH2:12][CH2:11][CH2:10][CH2:9][CH:8]2O)[CH2:6][CH2:5][CH2:4][CH2:3][CH2:2]1.[CH2:14]=[O:15].[ClH:16]. Product: [Cl:16][CH2:14][O:15][CH:12]1[CH2:11][CH2:10][CH2:9][CH2:8][CH:7]1[CH:1]1[CH2:2][CH2:3][CH2:4][CH2:5][CH2:6]1. The catalyst class is: 22. (5) Reactant: [OH:1][C:2]1[CH:3]=[C:4]([CH2:8][C:9]([OH:11])=[O:10])[CH:5]=[CH:6][CH:7]=1.[Br:12][C:13]1[CH:14]=[CH:15][C:16](F)=[C:17]([CH:20]=1)[CH:18]=[O:19].[H-].[Na+]. Product: [Br:12][C:13]1[CH:14]=[CH:15][C:16]([O:1][C:2]2[CH:3]=[C:4]([CH2:8][C:9]([OH:11])=[O:10])[CH:5]=[CH:6][CH:7]=2)=[C:17]([CH:18]=[O:19])[CH:20]=1. The catalyst class is: 3. (6) Reactant: [ClH:1].[CH3:2][O:3][C:4]1[CH:9]=[CH:8][CH:7]=[CH:6][C:5]=1[N:10]1[CH2:16][CH2:15][CH2:14][CH2:13][C@H:12]([N:17](C)[C:18](=O)OC(C)(C)C)[C:11]1=[O:26]. Product: [ClH:1].[CH3:2][O:3][C:4]1[CH:9]=[CH:8][CH:7]=[CH:6][C:5]=1[N:10]1[CH2:16][CH2:15][CH2:14][CH2:13][C@H:12]([NH:17][CH3:18])[C:11]1=[O:26]. The catalyst class is: 12.